From a dataset of Reaction yield outcomes from USPTO patents with 853,638 reactions. Predict the reaction yield, written as a fraction of the theoretical maximum amount of product (1.0 means a 100% yield; for example, 0.34 means a 34% yield). (1) The reactants are C[O:2][C:3]1[CH:4]=[C:5]2[C:10](=[CH:11][CH:12]=1)[C:9]([O:13][C:14]1[CH:28]=[CH:27][C:17]([O:18][CH2:19][CH2:20][N:21]3[CH2:26][CH2:25][CH2:24][CH2:23][CH2:22]3)=[CH:16][CH:15]=1)=[C:8]([C:29]1[CH:34]=[CH:33][C:32]([S:35]([CH2:38][C:39]([F:42])([F:41])[F:40])(=[O:37])=[O:36])=[CH:31][CH:30]=1)[CH:7]=[CH:6]2.Cl.C(OCC)C.B(Br)(Br)Br.C(=O)(O)[O-].[Na+]. The catalyst is ClCCl. The product is [N:21]1([CH2:20][CH2:19][O:18][C:17]2[CH:27]=[CH:28][C:14]([O:13][C:9]3[C:8]([C:29]4[CH:34]=[CH:33][C:32]([S:35]([CH2:38][C:39]([F:40])([F:41])[F:42])(=[O:36])=[O:37])=[CH:31][CH:30]=4)=[CH:7][CH:6]=[C:5]4[C:10]=3[CH:11]=[CH:12][C:3]([OH:2])=[CH:4]4)=[CH:15][CH:16]=2)[CH2:26][CH2:25][CH2:24][CH2:23][CH2:22]1. The yield is 0.640. (2) The reactants are [C:1]([O:7][CH2:8][N:9]1[C:13]2[N:14]=[CH:15][N:16]=[C:17]([C:18]3[CH:19]=[N:20][N:21]([C@@H:23]([CH:28]4[CH2:32][CH2:31][CH2:30][CH2:29]4)[CH2:24][C:25]([NH2:27])=O)[CH:22]=3)[C:12]=2[CH:11]=[CH:10]1)(=[O:6])[C:2]([CH3:5])([CH3:4])[CH3:3].CN(C)C=O.C(N(CC)CC)C.ClC(Cl)(Cl)C(Cl)=O. The catalyst is [Cl-].[Na+].O.C(OCC)(=O)C. The product is [C:1]([O:7][CH2:8][N:9]1[C:13]2[N:14]=[CH:15][N:16]=[C:17]([C:18]3[CH:19]=[N:20][N:21]([C@@H:23]([CH:28]4[CH2:32][CH2:31][CH2:30][CH2:29]4)[CH2:24][C:25]#[N:27])[CH:22]=3)[C:12]=2[CH:11]=[CH:10]1)(=[O:6])[C:2]([CH3:4])([CH3:5])[CH3:3]. The yield is 0.702.